The task is: Predict which catalyst facilitates the given reaction.. This data is from Catalyst prediction with 721,799 reactions and 888 catalyst types from USPTO. (1) The catalyst class is: 4. Product: [C:1]([C:3]1[CH:8]=[CH:7][C:6]([CH2:9][O:10][S:19]([CH3:18])(=[O:21])=[O:20])=[CH:5][CH:4]=1)#[CH:2]. Reactant: [C:1]([C:3]1[CH:8]=[CH:7][C:6]([CH2:9][OH:10])=[CH:5][CH:4]=1)#[CH:2].C(N(CC)CC)C.[CH3:18][S:19](Cl)(=[O:21])=[O:20]. (2) Reactant: [CH3:1][C:2]1([CH3:20])[CH:11]([N:12]2[C:16]([CH:17]=O)=[CH:15][N:14]=[CH:13]2)[C:10]2[C:5](=[CH:6][CH:7]=[CH:8][CH:9]=2)[C:4](=[O:19])[O:3]1.[CH2:21]([NH2:23])[CH3:22].C(O[BH-](OC(=O)C)OC(=O)C)(=O)C.[Na+]. Product: [CH2:21]([NH:23][CH2:17][C:16]1[N:12]([CH:11]2[C:10]3[C:5](=[CH:6][CH:7]=[CH:8][CH:9]=3)[C:4](=[O:19])[O:3][C:2]2([CH3:20])[CH3:1])[CH:13]=[N:14][CH:15]=1)[CH3:22]. The catalyst class is: 68. (3) Reactant: [F:1][C:2]1[CH:7]=[CH:6][C:5]([O:8][S:9]([CH3:12])(=[O:11])=[O:10])=[C:4]([CH:13]=[O:14])[CH:3]=1.[BH4-].[Na+]. Product: [F:1][C:2]1[CH:7]=[CH:6][C:5]([O:8][S:9]([CH3:12])(=[O:11])=[O:10])=[C:4]([CH2:13][OH:14])[CH:3]=1. The catalyst class is: 5.